Dataset: Experimentally validated miRNA-target interactions with 360,000+ pairs, plus equal number of negative samples. Task: Binary Classification. Given a miRNA mature sequence and a target amino acid sequence, predict their likelihood of interaction. (1) The miRNA is mmu-miR-872-5p with sequence AAGGUUACUUGUUAGUUCAGG. The protein sequence of the target gene is MANEVQVLPSPLKGRYAPAVKAGGMRISKKQEMGVLERHTKKTGLEKTSAITNVAKIQMLDALTDTLDKLNHKFPATVHTAHQKPTPALEKAAPMKRAYIIQQPRKC. Result: 0 (no interaction). (2) The miRNA is hsa-miR-4495 with sequence AAUGUAAACAGGCUUUUUGCU. The protein sequence of the target gene is MEPSSKKLTGRLMLAVGGAVLGSLQFGYNTGVINAPQKVIEEFYNQTWVHRYGESILPTTLTTLWSLSVAIFSVGGMIGSFSVGLFVNRFGRRNSMLMMNLLAFVSAVLMGFSKLGKSFEMLILGRFIIGVYCGLTTGFVPMYVGEVSPTALRGALGTLHQLGIVVGILIAQVFGLDSIMGNKDLWPLLLSIIFIPALLQCIVLPFCPESPRFLLINRNEENRAKSVLKKLRGTADVTHDLQEMKEESRQMMREKKVTILELFRSPAYRQPILIAVVLQLSQQLSGINAVFYYSTSIFEK.... Result: 0 (no interaction). (3) The miRNA is hsa-miR-125b-5p with sequence UCCCUGAGACCCUAACUUGUGA. The protein sequence of the target gene is MAEPRGPVDHGVQIRFITEPVSGAEMGTLRRGGRRPAKDARASTYGVAVRVQGIAGQPFVVLNSGEKGGDSFGVQIKGANDQGASGALSSDLELPENPYSQVKGFPAPSQSSTSDEEPGAYWNGKLLRSHSQASLAGPGPVDPSNRSNSMLELAPKVASPGSTIDTAPLSSVDSLINKFDSQLGGQARGRTGRRTRMLPPEQRKRSKSLDSRLPRDTFEERERQSTNHWTSSTKYDNHVGTSKQPAQSQNLSPLSGFSRSRQTQDWVLQSFEEPRRSAQDPTMLQFKSTPDLLRDQQEAA.... Result: 1 (interaction). (4) The miRNA is hsa-miR-6797-5p with sequence AGGAGGGAAGGGGCUGAGAACAGGA. The protein sequence of the target gene is MASIWVGHRGTVRDYPDFSPSVDAEAIQKAIRGIGTDEKMLISILTERSNAQRQLIVKEYQAAYGKELKDDLKGDLSGHFEHLMVALVTPPAVFDAKQLKKSMKGAGTNEDALIEILTTRTSRQMKDISQAYYTVYKKSLGDDISSETSGDFRKALLTLADGRRDESLKVDEHLAKQDAQILYKAGENRWGTDEDKFTEILCLRSFPQLKLTFDEYRNISQKDIVDSIKGELSGHFEDLLLAIVNCVRNTPAFLAERLHRALKGIGTDEFTLNRIMVSRSEIDLLDIRTEFKKHYGYSLY.... Result: 0 (no interaction). (5) The miRNA is mmu-miR-467f with sequence AUAUACACACACACACCUACA. The protein sequence of the target gene is MCDKEFMWALKNGDLDEVKDYVAKGEDVNRTLEGGRKPLHYAADCGQLEILEFLLLKGADINAPDKHHITPLLSAVYEGHVSCVKLLLSKGADKTVKGPDGLTALEATDNQAIKALLQ. Result: 1 (interaction). (6) The miRNA is hsa-miR-891a-5p with sequence UGCAACGAACCUGAGCCACUGA. The protein sequence of the target gene is MCTNIVYEWLRALQLPQYAESFVDNGYDDLEVCKQIGDPDLDAIGVLAPAHRRRILEAVHRLREQDAAAAGLYFTLEPQPVPPAPLVEAVPPGRRGEPCGSSAQGTRGDPRGQPGAPCSRELVSYPKLKLKIMIRDKLVRDGIHLSKPPYSRKVPMAGILEYLMNWPKSSQNH. Result: 0 (no interaction). (7) The miRNA is hsa-miR-577 with sequence UAGAUAAAAUAUUGGUACCUG. The protein sequence of the target gene is MGNGTEEDYNFVFKVVLIGESGVGKTNLLSRFTRNEFSHDSRTTIGVEFSTRTVMLGTAAVKAQIWDTAGLERYRAITSAYYRGAVGALLVFDLTKHQTYAVVERWLKELYDHAEATIVVMLVGNKSDLSQAREVPTEEARMFAENNGLLFLETSALDSTNVELAFETVLKEIFAKVSKQRQNSIRTNAITLGSAQAGQEPGPGEKRACCISL. Result: 1 (interaction). (8) The miRNA is hsa-miR-7703 with sequence UUGCACUCUGGCCUUCUCCCAGG. The protein sequence of the target gene is MEDIQTNAELKSTQEQSVPAESAAVLNDYSLTKSHEMENVDSGEGPANEDEDIGDDSMKVKDEYSERDENVLKSEPMGNAEEPEIPYSYSREYNEYENIKLERHVVSFDSSRPTSGKMNCDVCGLSCISFNVLMVHKRSHTGERPFQCNQCGASFTQKGNLLRHIKLHTGEKPFKCHLCNYACQRRDALTGHLRTHSVEKPYKCEFCGRSYKQRSSLEEHKERCRTFLQSTDPGDTASAEARHIKAEMGSERALVLDRLASNVAKRKSSMPQKFIGEKRHCFDVNYNSSYMYEKESELIQ.... Result: 1 (interaction). (9) The miRNA is hsa-miR-3137 with sequence UCUGUAGCCUGGGAGCAAUGGGGU. The protein sequence of the target gene is MAAYSYRPGPGAGPGPAAGAALPDQSFLWNVFQRVDKDRSGVISDTELQQALSNGTWTPFNPVTVRSIISMFDRENKAGVNFSEFTGVWKYITDWQNVFRTYDRDNSGMIDKNELKQALSGFGYRLSDQFHDILIRKFDRQGRGQIAFDDFIQGCIVLQRLTDIFRRYDTDQDGWIQVSYEQYLSMVFSIV. Result: 0 (no interaction). (10) The miRNA is hsa-miR-4520-2-3p with sequence UUUGGACAGAAAACACGCAGGU. The protein sequence of the target gene is MEVFPFLLVLSVWWSRTWDSANADSIIHIGAIFDESAKKDDEVFRTAVGDLNQNEEILQTEKITFSVTFVDGNNPFQAVQEACELMNQGILALVSSIGCTSAGSLQSLADAMHIPHLFIQRSTAGTPRSGCGLTRSNRNDDYTLSVRPPVYLHDVILRVVTEYAWQKFIIFYDSEYDIRGIQEFLDKVSQQGMDVALQKVENNINKMITTLFDTMRIEELNRYRDTLRRAILVMNPATAKSFITEVVETNLVAFDCHWIIINEEINDVDVQELVRRSIGRLTIIRQTFPVPQNISQRCFR.... Result: 0 (no interaction).